This data is from Catalyst prediction with 721,799 reactions and 888 catalyst types from USPTO. The task is: Predict which catalyst facilitates the given reaction. (1) Reactant: [NH2:1][C:2]1[S:3][C:4]([N:12]2[CH2:17][CH2:16][O:15][CH2:14][CH2:13]2)=[C:5]([C:7]2[O:8][CH:9]=[CH:10][CH:11]=2)[N:6]=1.[C:18]([O:22][C:23]([N:25]1[CH2:30][CH2:29][CH:28]([C:31](O)=[O:32])[CH2:27][CH2:26]1)=[O:24])([CH3:21])([CH3:20])[CH3:19].C1CN([P+](ON2N=NC3C=CC=CC2=3)(N2CCCC2)N2CCCC2)CC1.F[P-](F)(F)(F)(F)F.C(N(CC)CC)C. Product: [C:18]([O:22][C:23]([N:25]1[CH2:30][CH2:29][CH:28]([C:31]([NH:1][C:2]2[S:3][C:4]([N:12]3[CH2:13][CH2:14][O:15][CH2:16][CH2:17]3)=[C:5]([C:7]3[O:8][CH:9]=[CH:10][CH:11]=3)[N:6]=2)=[O:32])[CH2:27][CH2:26]1)=[O:24])([CH3:21])([CH3:20])[CH3:19]. The catalyst class is: 18. (2) Reactant: CN(C)CCO.[Li]CCCC.[CH3:12][N:13]([CH3:20])[C:14]1[CH:19]=[CH:18][CH:17]=[CH:16][N:15]=1.[CH2:21]([Sn:25](Cl)([CH2:30][CH2:31][CH2:32][CH3:33])[CH2:26][CH2:27][CH2:28][CH3:29])[CH2:22][CH2:23][CH3:24]. Product: [CH3:12][N:13]([CH3:20])[C:14]1[CH:19]=[CH:18][CH:17]=[C:16]([Sn:25]([CH2:26][CH2:27][CH2:28][CH3:29])([CH2:30][CH2:31][CH2:32][CH3:33])[CH2:21][CH2:22][CH2:23][CH3:24])[N:15]=1. The catalyst class is: 805. (3) Reactant: [CH:1]([N:4]([CH:24]([CH3:26])[CH3:25])[CH2:5][CH2:6][NH:7][C:8]([NH:10][CH2:11][CH2:12][NH:13]C(=O)OCC1C=CC=CC=1)=[O:9])([CH3:3])[CH3:2]. Product: [NH3:4].[NH2:13][CH2:12][CH2:11][NH:10][C:8]([NH:7][CH2:6][CH2:5][N:4]([CH:24]([CH3:26])[CH3:25])[CH:1]([CH3:2])[CH3:3])=[O:9]. The catalyst class is: 421. (4) Reactant: [Cl:1][C:2]1[CH:17]=[CH:16][C:5]([O:6][CH:7]([CH3:15])[CH2:8][CH2:9][O:10]S(C)(=O)=O)=[C:4]([O:18][C:19]2[CH:24]=[CH:23][CH:22]=[CH:21][CH:20]=2)[CH:3]=1.[CH3:25][O:26][C:27](=[O:39])[CH2:28][C:29]([C:32]1[CH:37]=[CH:36][C:35](O)=[CH:34][CH:33]=1)([CH3:31])[CH3:30].C(=O)([O-])[O-].[Cs+].[Cs+]. Product: [CH3:25][O:26][C:27](=[O:39])[CH2:28][C:29]([C:32]1[CH:33]=[CH:34][C:35]([O:10][CH2:9][CH2:8][C@H:7]([O:6][C:5]2[CH:16]=[CH:17][C:2]([Cl:1])=[CH:3][C:4]=2[O:18][C:19]2[CH:24]=[CH:23][CH:22]=[CH:21][CH:20]=2)[CH3:15])=[CH:36][CH:37]=1)([CH3:31])[CH3:30]. The catalyst class is: 3. (5) Product: [O:34]=[S:20]1(=[O:19])[CH2:21][CH2:22][N:23]([CH2:26][C:27]2[CH:32]=[CH:31][C:30]([NH:33][C:15]([C:12]3[CH:11]=[CH:10][C:9]([C:7]4[CH:8]=[C:3]([C:1]#[N:2])[CH:4]=[CH:5][C:6]=4[CH3:18])=[CH:14][CH:13]=3)=[O:17])=[CH:29][CH:28]=2)[CH2:24][CH2:25]1. Reactant: [C:1]([C:3]1[CH:4]=[CH:5][C:6]([CH3:18])=[C:7]([C:9]2[CH:14]=[CH:13][C:12]([C:15]([OH:17])=O)=[CH:11][CH:10]=2)[CH:8]=1)#[N:2].[O:19]=[S:20]1(=[O:34])[CH2:25][CH2:24][N:23]([CH2:26][C:27]2[CH:32]=[CH:31][C:30]([NH2:33])=[CH:29][CH:28]=2)[CH2:22][CH2:21]1.CCN=C=NCCCN(C)C.C1C=CC2N(O)N=NC=2C=1.CN1CCOCC1. The catalyst class is: 18. (6) Reactant: [F:1][C:2]([F:36])([F:35])[C:3]1[CH:8]=[CH:7][C:6]([C:9]2[CH:10]=[C:11]([CH:32]=[CH:33][CH:34]=2)[CH2:12][O:13][C:14]2[CH:19]=[CH:18][C:17]([CH:20]([C:27]3[O:31][N:30]=[CH:29][CH:28]=3)[CH2:21][C:22]([O:24]CC)=[O:23])=[CH:16][CH:15]=2)=[CH:5][CH:4]=1.O.Cl. Product: [F:36][C:2]([F:1])([F:35])[C:3]1[CH:4]=[CH:5][C:6]([C:9]2[CH:10]=[C:11]([CH:32]=[CH:33][CH:34]=2)[CH2:12][O:13][C:14]2[CH:15]=[CH:16][C:17]([CH:20]([C:27]3[O:31][N:30]=[CH:29][CH:28]=3)[CH2:21][C:22]([OH:24])=[O:23])=[CH:18][CH:19]=2)=[CH:7][CH:8]=1. The catalyst class is: 15. (7) Reactant: [CH3:1][O:2][C:3]1[C:12]2[C:7](=[CH:8][C:9]([O:13]C)=[CH:10][CH:11]=2)[CH:6]=[CH:5][CH:4]=1.Cl. Product: [CH3:1][O:2][C:3]1[CH:4]=[CH:5][CH:6]=[C:7]2[C:12]=1[CH:11]=[CH:10][C:9]([OH:13])=[CH:8]2. The catalyst class is: 68. (8) Reactant: Br[C:2]1[N:6]2[N:7]=[C:8]([C:11]3[CH:16]=[CH:15][C:14]([C:17]([N:19]4[CH2:24][CH2:23][N:22]([CH3:25])[CH2:21][CH2:20]4)=[O:18])=[CH:13][CH:12]=3)[CH:9]=[CH:10][C:5]2=[N:4][CH:3]=1.[NH:26]1[C:34]2[C:29](=[CH:30][C:31](B(O)O)=[CH:32][CH:33]=2)[CH:28]=[CH:27]1.C([O-])([O-])=O.[Cs+].[Cs+]. Product: [NH:26]1[C:34]2[C:29](=[CH:30][C:31]([C:2]3[N:6]4[N:7]=[C:8]([C:11]5[CH:16]=[CH:15][C:14]([C:17]([N:19]6[CH2:20][CH2:21][N:22]([CH3:25])[CH2:23][CH2:24]6)=[O:18])=[CH:13][CH:12]=5)[CH:9]=[CH:10][C:5]4=[N:4][CH:3]=3)=[CH:32][CH:33]=2)[CH:28]=[CH:27]1. The catalyst class is: 70. (9) Reactant: [NH:1]1[C:5]2[CH:6]=[CH:7][CH:8]=[CH:9][C:4]=2[N:3]=[N:2]1.[H-].[Na+].I[CH2:13][C:14]1[N:18](S(C)(=O)=O)[C:17]2[CH:23]=[CH:24][CH:25]=[CH:26][C:16]=2[N:15]=1. Product: [NH:15]1[C:16]2[CH:26]=[CH:25][CH:24]=[CH:23][C:17]=2[N:18]=[C:14]1[CH2:13][N:2]1[N:3]=[C:4]2[CH:9]=[CH:8][CH:7]=[CH:6][C:5]2=[N:1]1.[N:15]1[C:16]2[CH:26]=[CH:25][CH:24]=[CH:23][C:17]=2[NH:18][C:14]=1[CH2:13][N:1]1[C:5]2[CH:6]=[CH:7][CH:8]=[CH:9][C:4]=2[N:3]=[N:2]1. The catalyst class is: 35. (10) Reactant: [ClH:1].[CH2:2]([N:4]([CH2:20][CH3:21])[CH2:5][CH2:6][C:7]1[C:8]([CH3:19])=[C:9]2[C:13](=[C:14]([CH3:16])[CH:15]=1)[NH:12][C:11](=O)[C:10]2=O)[CH3:3].[NH2:22][N:23]1[C:27]([NH2:28])=[N:26][N:25]=[C:24]1[CH2:29][C:30]1[CH:35]=[CH:34][C:33]([OH:36])=[CH:32][CH:31]=1. Product: [ClH:1].[CH2:2]([N:4]([CH2:20][CH3:21])[CH2:5][CH2:6][C:7]1[C:8]([CH3:19])=[C:9]2[C:13](=[C:14]([CH3:16])[CH:15]=1)[NH:12][C:11]1[C:10]2=[N:22][N:23]2[C:24]([CH2:29][C:30]3[CH:35]=[CH:34][C:33]([OH:36])=[CH:32][CH:31]=3)=[N:25][N:26]=[C:27]2[N:28]=1)[CH3:3]. The catalyst class is: 746.